Task: Predict which catalyst facilitates the given reaction.. Dataset: Catalyst prediction with 721,799 reactions and 888 catalyst types from USPTO (1) Reactant: [O-]S(C(F)(F)F)(=O)=O.[CH3:9][N+:10]1[CH:14]=[CH:13][N:12]([CH2:15][C:16]([F:19])([F:18])[F:17])[CH:11]=1.[F:20][C:21]([F:33])([F:32])[S:22]([NH:25][C:26](=[O:31])[C:27]([F:30])([F:29])[F:28])(=[O:24])=[O:23].[Na]. The catalyst class is: 6. Product: [F:32][C:21]([F:20])([F:33])[S:22]([NH:25][C:26](=[O:31])[C:27]([F:28])([F:29])[F:30])(=[O:24])=[O:23].[CH3:9][N+:10]1[CH:14]=[CH:13][N:12]([CH2:15][C:16]([F:18])([F:17])[F:19])[CH:11]=1. (2) Reactant: C([O:8][CH2:9][CH2:10][N:11]1[C:17](=[O:18])[C@@H:16]([NH:19][C:20](=[O:34])[CH:21]([CH3:33])[C:22]([NH:24][CH2:25][C:26]([F:32])([F:31])[C:27]([F:30])([F:29])[F:28])=[O:23])[C:15]2[CH:35]=[CH:36][CH:37]=[CH:38][C:14]=2[C:13]2[CH:39]=[CH:40][CH:41]=[CH:42][C:12]1=2)C1C=CC=CC=1.Cl. Product: [OH:8][CH2:9][CH2:10][N:11]1[C:17](=[O:18])[C@@H:16]([NH:19][C:20](=[O:34])[CH:21]([CH3:33])[C:22]([NH:24][CH2:25][C:26]([F:31])([F:32])[C:27]([F:29])([F:30])[F:28])=[O:23])[C:15]2[CH:35]=[CH:36][CH:37]=[CH:38][C:14]=2[C:13]2[CH:39]=[CH:40][CH:41]=[CH:42][C:12]1=2. The catalyst class is: 19. (3) Reactant: [Cl:1][C:2]1[C:3]([CH3:47])=[C:4]([C:18]2[C:26]3[C:25]([O:27][CH:28]([CH2:32][C:33]4[CH:38]=[CH:37][CH:36]=[CH:35][C:34]=4[OH:39])[C:29]([O-:31])=[O:30])=[N:24][CH:23]=[N:22][C:21]=3[S:20][C:19]=2[C:40]2[CH:45]=[CH:44][C:43]([F:46])=[CH:42][CH:41]=2)[CH:5]=[CH:6][C:7]=1[O:8][CH2:9][CH2:10][N:11]1[CH2:16][CH2:15][N:14]([CH3:17])[CH2:13][CH2:12]1.[CH3:48][S:49][C:50]1[N:55]=[C:54]([CH2:56]O)[CH:53]=[CH:52][N:51]=1.[CH:58]1C=CC(P(C2C=CC=CC=2)C2C=CC=CC=2)=C[CH:59]=1.N(C(OC(C)(C)C)=O)=NC(OC(C)(C)C)=O. Product: [Cl:1][C:2]1[C:3]([CH3:47])=[C:4]([C:18]2[C:26]3[C:25]([O:27][C@@H:28]([CH2:32][C:33]4[CH:38]=[CH:37][CH:36]=[CH:35][C:34]=4[O:39][CH2:56][C:54]4[CH:53]=[CH:52][N:51]=[C:50]([S:49][CH3:48])[N:55]=4)[C:29]([O:31][CH2:58][CH3:59])=[O:30])=[N:24][CH:23]=[N:22][C:21]=3[S:20][C:19]=2[C:40]2[CH:41]=[CH:42][C:43]([F:46])=[CH:44][CH:45]=2)[CH:5]=[CH:6][C:7]=1[O:8][CH2:9][CH2:10][N:11]1[CH2:12][CH2:13][N:14]([CH3:17])[CH2:15][CH2:16]1. The catalyst class is: 11.